From a dataset of Reaction yield outcomes from USPTO patents with 853,638 reactions. Predict the reaction yield, written as a fraction of the theoretical maximum amount of product (1.0 means a 100% yield; for example, 0.34 means a 34% yield). (1) The reactants are [NH2:1][C:2]1[CH:11]=[CH:10][C:5]([C:6]([O:8][CH3:9])=[O:7])=[CH:4][C:3]=1[CH3:12].[N:13]([O-])=O.[Na+].CC([O-])=O.[K+]. The catalyst is Cl.O.C(Cl)(Cl)Cl.C1OCCOCCOCCOCCOCCOC1. The product is [NH:1]1[C:2]2[C:3](=[CH:4][C:5]([C:6]([O:8][CH3:9])=[O:7])=[CH:10][CH:11]=2)[CH:12]=[N:13]1. The yield is 0.620. (2) The catalyst is O1CCOCC1.[OH-].[Na+]. The yield is 0.470. The product is [C:11]([O:15][C:16]([NH:1][CH:2]1[CH2:7][CH2:6][CH2:5][CH:4]([C:8]([OH:10])=[O:9])[CH2:3]1)=[O:17])([CH3:14])([CH3:13])[CH3:12]. The reactants are [NH2:1][CH:2]1[CH2:7][CH2:6][CH2:5][CH:4]([C:8]([OH:10])=[O:9])[CH2:3]1.[C:11]([O:15][C:16](O[C:16]([O:15][C:11]([CH3:14])([CH3:13])[CH3:12])=[O:17])=[O:17])([CH3:14])([CH3:13])[CH3:12].Cl. (3) The reactants are [CH3:1][O:2][C:3]1[CH:8]=[CH:7][CH:6]=[CH:5][C:4]=1[C:9]1[N:10]([CH2:20][CH2:21][C:22]2[CH:27]=[CH:26][CH:25]=[CH:24][CH:23]=2)[C:11](=[O:19])[C:12]2[CH2:18][NH:17][CH2:16][CH2:15][C:13]=2[N:14]=1.[CH3:28][CH:29]([CH3:40])[CH2:30][C:31](O[C:31](=[O:32])[CH2:30][CH:29]([CH3:40])[CH3:28])=[O:32].B(Br)(Br)Br. The catalyst is ClCCl. The product is [CH3:28][CH:29]([CH3:40])[CH2:30][C:31]([N:17]1[CH2:16][CH2:15][C:13]2[N:14]=[C:9]([C:4]3[CH:5]=[CH:6][CH:7]=[CH:8][C:3]=3[O:2][CH3:1])[N:10]([CH2:20][CH2:21][C:22]3[CH:27]=[CH:26][CH:25]=[CH:24][CH:23]=3)[C:11](=[O:19])[C:12]=2[CH2:18]1)=[O:32]. The yield is 0.920. (4) The reactants are [CH2:1]([OH:5])[CH2:2][CH2:3][CH3:4].N1C=CC=CC=1.[P:12](Cl)([O:22][C:23]1[CH:28]=[CH:27][CH:26]=[CH:25][C:24]=1[Cl:29])([O:14][C:15]1[CH:20]=[CH:19][CH:18]=[CH:17][C:16]=1[Cl:21])=[O:13]. The catalyst is C(Cl)Cl. The product is [P:12]([O:14][C:15]1[CH:20]=[CH:19][CH:18]=[CH:17][C:16]=1[Cl:21])([O:22][C:23]1[CH:28]=[CH:27][CH:26]=[CH:25][C:24]=1[Cl:29])([O:5][CH2:1][CH2:2][CH2:3][CH3:4])=[O:13]. The yield is 0.770. (5) The reactants are [F:1][C:2]([F:14])([F:13])[C:3]1[CH:4]=[C:5]([S:9](Cl)(=[O:11])=[O:10])[CH:6]=[CH:7][CH:8]=1.FC(F)(F)C(O)=O.[NH:22]1[CH2:27][CH2:26][CH:25]([O:28][N:29]2[C:37](=[O:38])[C:36]3[C:31](=[CH:32][CH:33]=[CH:34][CH:35]=3)[C:30]2=[O:39])[CH2:24][CH2:23]1.C(N(CC)C(C)C)(C)C. The catalyst is C(Cl)Cl. The product is [F:1][C:2]([F:14])([F:13])[C:3]1[CH:4]=[C:5]([S:9]([N:22]2[CH2:27][CH2:26][CH:25]([O:28][N:29]3[C:30](=[O:39])[C:31]4[C:36](=[CH:35][CH:34]=[CH:33][CH:32]=4)[C:37]3=[O:38])[CH2:24][CH2:23]2)(=[O:11])=[O:10])[CH:6]=[CH:7][CH:8]=1. The yield is 0.930. (6) The reactants are CC1(C)C(C)(C)OB([C:9]2[CH2:14][CH2:13][CH2:12][C:11](=[O:15])[CH:10]=2)O1.Cl[C:18]1[CH:23]=[CH:22][N:21]=[CH:20][C:19]=1[N+:24]([O-:26])=[O:25]. The catalyst is O1CCOCC1.C([O-])([O-])=O.[Na+].[Na+].CCOC(C)=O.C1C=CC(P(C2C=CC=CC=2)[C-]2C=CC=C2)=CC=1.C1C=CC(P(C2C=CC=CC=2)[C-]2C=CC=C2)=CC=1.Cl[Pd]Cl.[Fe+2].C(Cl)Cl. The product is [N+:24]([C:19]1[CH:20]=[N:21][CH:22]=[CH:23][C:18]=1[C:9]1[CH2:14][CH2:13][CH2:12][C:11](=[O:15])[CH:10]=1)([O-:26])=[O:25]. The yield is 0.550. (7) The reactants are [NH2:1][C:2]1[CH:7]=[CH:6][CH:5]=[CH:4][C:3]=1[S:8]([CH:11]([CH3:13])[CH3:12])(=[O:10])=[O:9].[H-].[Na+].[Cl:16][C:17]1[N:18]=[C:19](Cl)[C:20]2[CH:25]=[CH:24][N:23]([CH2:26][O:27][CH2:28][CH2:29][Si:30]([CH3:33])([CH3:32])[CH3:31])[C:21]=2[N:22]=1. The catalyst is CN(C=O)C. The product is [Cl:16][C:17]1[N:18]=[C:19]([NH:1][C:2]2[CH:7]=[CH:6][CH:5]=[CH:4][C:3]=2[S:8]([CH:11]([CH3:13])[CH3:12])(=[O:10])=[O:9])[C:20]2[CH:25]=[CH:24][N:23]([CH2:26][O:27][CH2:28][CH2:29][Si:30]([CH3:33])([CH3:32])[CH3:31])[C:21]=2[N:22]=1. The yield is 0.420. (8) The reactants are [CH2:1]([CH:3]([CH2:27][CH3:28])[CH:4]([NH:17][C:18]1[CH:26]=[CH:25][C:21]([C:22](O)=[O:23])=[CH:20][CH:19]=1)[C:5]1[O:6][C:7]2[CH:14]=[CH:13][C:12]([O:15][CH3:16])=[CH:11][C:8]=2[C:9]=1[CH3:10])[CH3:2].Cl.[CH2:30]([O:32][C:33](=[O:37])[CH2:34][CH2:35][NH2:36])[CH3:31].O.ON1C2C=CC=CC=2N=N1.Cl.C(N=C=NCCCN(C)C)C.Cl. The catalyst is CN(C)C=O.C(N(CC)CC)C. The product is [CH2:27]([CH:3]([CH2:1][CH3:2])[CH:4]([NH:17][C:18]1[CH:26]=[CH:25][C:21]([C:22]([NH:36][CH2:35][CH2:34][C:33]([O:32][CH2:30][CH3:31])=[O:37])=[O:23])=[CH:20][CH:19]=1)[C:5]1[O:6][C:7]2[CH:14]=[CH:13][C:12]([O:15][CH3:16])=[CH:11][C:8]=2[C:9]=1[CH3:10])[CH3:28]. The yield is 0.270. (9) The reactants are Br[C:2]1[CH:7]=[CH:6][C:5]([O:8][CH3:9])=[CH:4][N:3]=1.[C:10]([O:14][CH2:15][CH3:16])(=[O:13])[CH:11]=[CH2:12].C([O-])([O-])=O.[K+].[K+].O.[Cl-].C([NH3+])(C)(C)C. The catalyst is CCOC(C)=O.CC([O-])=O.CC([O-])=O.[Pd+2]. The product is [CH3:9][O:8][C:5]1[CH:6]=[CH:7][C:2]([CH:12]=[CH:11][C:10]([O:14][CH2:15][CH3:16])=[O:13])=[N:3][CH:4]=1. The yield is 0.720.